This data is from Drug-target binding data from BindingDB using IC50 measurements. The task is: Regression. Given a target protein amino acid sequence and a drug SMILES string, predict the binding affinity score between them. We predict pIC50 (pIC50 = -log10(IC50 in M); higher means more potent). Dataset: bindingdb_ic50. (1) The small molecule is COC(=O)C1C2CC[C@H](C[C@@H]1OC(=O)Nc1cccc(N)c1)N2C. The target protein (P27922) has sequence MSEGRCSVAHMSSVVAPAKEANAMGPKAVELVLVKEQNGVQLTNSTLLNPPQSPTEAQDRETWSKKADFLLSVIGFAVDLANVWRFPYLCYKNGGGAFLVPYLFFMVVAGVPLFYMELALGQFNREGAAGVWKICPILRGVGYTAILISLYIGFFYNVIIAWALHYLLSSFTTELPWTHCNHSWNSPRCSDARAPNASSGPNGTSRTTPAAEYFERGVLHLHESQGIDDLGPPRWQLTSCLVLVIVLLYFSLWKGVKTSGKVVWITATMPYVVLFALLLRGITLPGAVDAIRAYLSVDFHRLCEASVWIDAAIQICFSLGVGLGVLIAFSSYNKFTNNCYRDAIITTSVNSLTSFSSGFVVFSFLGYMAQKHSVPIGDVAKDGPGLIFIIYPEALATLPLSSVWAVVFFVMLLTLGIDSAMGGMESVITGLADEFQLLHRHRELFTLLVVLATFLLSLFCVTNGGIYVFTLLDHFAAGTSILFGVLMEVIGVAWFYGVWQ.... The pIC50 is 5.7. (2) The drug is Cc1ccc(S(=O)(=O)Nc2cccc(C(=O)/C=C/c3ccc(O)cc3)c2)cc1. The target protein (P06278) has sequence MKQQKRLYARLLTLLFALIFLLPHSAAAAANLNGTLMQYFEWYMPNDGQHWKRLQNDSAYLAEHGITAVWIPPAYKGTSQADVGYGAYDLYDLGEFHQKGTVRTKYGTKGELQSAIKSLHSRDINVYGDVVINHKGGADATEDVTAVEVDPADRNRVISGEHRIKAWTHFHFPGRGSTYSDFKWHWYHFDGTDWDESRKLNRIYKFQGKAWDWEVSNENGNYDYLMYADIDYDHPDVAAEIKRWGTWYANELQLDGFRLDAVKHIKFSFLRDWVNHVREKTGKEMFTVAEYWQNDLGALENYLNKTNFNHSVFDVPLHYQFHAASTQGGGYDMRKLLNSTVVSKHPLKAVTFVDNHDTQPGQSLESTVQTWFKPLAYAFILTRESGYPQVFYGDMYGTKGDSQREIPALKHKIEPILKARKQYAYGAQHDYFDHHDIVGWTREGDSSVANSGLAALITDGPGGAKRMYVGRQNAGETWHDITGNRSEPVVINSEGWGEFH.... The pIC50 is 4.4. (3) The small molecule is CC(=O)N[C@@H](Cc1cn(C=O)c2ccccc12)C(=O)N1CCC[C@H]1C(=O)N[C@@H](Cc1ccccc1)C(=O)N[C@@H](Cc1cnc[nH]1)C(=O)NC(CC(C)C)C(O)CC(=O)N[C@H](C(=O)N[C@@H](Cc1cn(C=O)c2ccccc12)C(N)=O)C(C)C. The target protein (P08424) has sequence MGGRRMPLWALLLLWTSCSFSLPTDTASFGRILLKKMPSVREILEERGVDMTRISAEWGEFIKKSSFTNVTSPVVLTNYLDTQYYGEIGIGTPSQTFKVIFDTGSANLWVPSTKCGPLYTACEIHNLYDSSESSSYMENGTEFTIHYGSGKVKGFLSQDVVTVGGIIVTQTFGEVTELPLIPFMLAKFDGVLGMGFPAQAVDGVIPVFDHILSQRVLKEEVFSVYYSRESHLLGGEVVLGGSDPQHYQGNFHYVSISKAGSWQITMKGVSVGPATLLCEEGCMAVVDTGTSYISGPTSSLQLIMQALGVKEKRANNYVVNCSQVPTLPDISFYLGGRTYTLSNMDYVQKNPFRNDDLCILALQGLDIPPPTGPVWVLGATFIRKFYTEFDRHNNRIGFALAR. The pIC50 is 8.3. (4) The small molecule is C[C@@](O)(/C=C/[C@H]1CC=CC(=O)O1)[C@@H](C[C@@H](O)/C=C\C=C/C=C/CO)OP(=O)(O)O. The target protein (P15348) has sequence MENGNKALSIEQMYQKKSQLEHILLRPDSYIGSVEFTKELMWVYDNSQNRMVQKEISFVPGLYKIFDEILVNAADNKQRDKSMNTIKIDIDPERNMVSVWNNGQGIPVTMHKEQKMYVPTMIFGHLLTSSNYNDDEKKVTGGRNGYGAKLCNIFSTSFTVETATREYKKSFKQTWGNNMGKASDVQIKDFNGTDYTRITFSPDLAKFKMDRLDEDIVALMSRRAYDVAASSKGVSVFLNGNKLGVRNFKDYIDLHIKNTDDDSGPPIKIVHEVANERWEVACCPSDRGFQQVSFVNSIATYKGGRHVDHVVDNLIKQLLEVLKKKNKGGINIKPFQVRNHLWVFVNCLIENPTFDSQTKENMTLQQKGFGSKCTLSEKFINNMSKSGIVESVLAWAKFKAQNDIAKTGGRKSSKIKGIPKLEDANEAGGKNSIKCTLILTEGDSAKSLAVSGLGVIGRDLYGVFPLRGKLLNVREANFKQLSENAEINNLCKIIGLQYKK.... The pIC50 is 4.4.